From a dataset of Forward reaction prediction with 1.9M reactions from USPTO patents (1976-2016). Predict the product of the given reaction. (1) The product is: [Cl:1][C:2]1[CH:3]=[C:4]([CH:8]=[CH:9][C:10]=1[CH2:11][NH:12][C:13]([NH:15][CH:16]1[C:22]2[CH:23]=[CH:24][CH:25]=[CH:26][C:21]=2[CH2:20][CH2:19][C:18]2[CH:27]=[CH:28][CH:29]=[CH:30][C:17]1=2)=[O:14])[C:5]([NH:74][CH2:73][CH2:72][CH2:71][N:70]1[CH2:69][CH2:68][CH2:67][CH2:66][CH:65]1[CH3:64])=[O:6]. Given the reactants [Cl:1][C:2]1[CH:3]=[C:4]([CH:8]=[CH:9][C:10]=1[CH2:11][NH:12][C:13]([NH:15][CH:16]1[C:22]2[CH:23]=[CH:24][CH:25]=[CH:26][C:21]=2[CH2:20][CH2:19][C:18]2[CH:27]=[CH:28][CH:29]=[CH:30][C:17]1=2)=[O:14])[C:5](O)=[O:6].CN(C(ON1N=NC2C=CC=NC1=2)=[N+](C)C)C.F[P-](F)(F)(F)(F)F.CCN(C(C)C)C(C)C.[CH3:64][CH:65]1[N:70]([CH2:71][CH2:72][CH2:73][NH2:74])[CH2:69][CH2:68][CH2:67][CH2:66]1, predict the reaction product. (2) The product is: [Br:22][C:23]1[CH:24]=[C:25]([CH2:29][CH2:30][C@H:31]2[C:40]3[C:35](=[CH:36][C:37]([O:43][CH3:44])=[C:38]([O:41][CH3:42])[CH:39]=3)[CH2:34][CH2:33][N:32]2[C@H:4]([C:5]2[CH:6]=[CH:7][CH:8]=[CH:9][CH:10]=2)[C:1]([NH2:2])=[O:3])[CH:26]=[CH:27][CH:28]=1. Given the reactants [C:1]([CH:4](OS(C1C=CC(C)=CC=1)(=O)=O)[C:5]1[CH:10]=[CH:9][CH:8]=[CH:7][CH:6]=1)(=[O:3])[NH2:2].[Br:22][C:23]1[CH:24]=[C:25]([CH2:29][CH2:30][C@H:31]2[C:40]3[C:35](=[CH:36][C:37]([O:43][CH3:44])=[C:38]([O:41][CH3:42])[CH:39]=3)[CH2:34][CH2:33][NH:32]2)[CH:26]=[CH:27][CH:28]=1, predict the reaction product. (3) Given the reactants C([O:8][C:9]([C:11]1[CH:16]=[CH:15][C:14](=[O:17])[N:13]([CH2:18][C:19]([O:21][CH2:22][CH3:23])=[O:20])[CH:12]=1)=[O:10])C1C=CC=CC=1, predict the reaction product. The product is: [CH2:22]([O:21][C:19]([CH2:18][N:13]1[C:14](=[O:17])[CH:15]=[CH:16][C:11]([C:9]([OH:10])=[O:8])=[CH:12]1)=[O:20])[CH3:23]. (4) Given the reactants C([O-])([O-])=O.[Cs+].[Cs+].[Na+].[I-].[O:9]=[C:10]([NH:21][C@@H:22]1[C:28](=[O:29])[NH:27][C:26]2[CH:30]=[CH:31][CH:32]=[CH:33][C:25]=2[CH2:24][CH2:23]1)[C@@H:11]([NH:13][C:14](=[O:20])[O:15][C:16]([CH3:19])([CH3:18])[CH3:17])[CH3:12].[Br:34][C:35]1[CH:36]=[C:37]2[C:42](=[CH:43][CH:44]=1)[C:41]([CH2:45]Cl)=[C:40]([O:47][CH3:48])[CH:39]=[CH:38]2, predict the reaction product. The product is: [Br:34][C:35]1[CH:36]=[C:37]2[C:42](=[CH:43][CH:44]=1)[C:41]([CH2:45][N:27]1[C:28](=[O:29])[C@@H:22]([NH:21][C:10](=[O:9])[C@@H:11]([NH:13][C:14](=[O:20])[O:15][C:16]([CH3:19])([CH3:18])[CH3:17])[CH3:12])[CH2:23][CH2:24][C:25]3[CH:33]=[CH:32][CH:31]=[CH:30][C:26]1=3)=[C:40]([O:47][CH3:48])[CH:39]=[CH:38]2. (5) Given the reactants Cl[C:2]1[N:3]=[C:4]([N:16]2[CH2:21][CH2:20][O:19][CH2:18][CH2:17]2)[C:5]2[S:10][C:9](/[CH:11]=[CH:12]/[CH2:13][O:14][CH3:15])=[CH:8][C:6]=2[N:7]=1.CC1(C)C(C)(C)OB([C:30]2[CH:38]=[CH:37][CH:36]=[C:35]3[C:31]=2[CH:32]=[N:33][NH:34]3)O1, predict the reaction product. The product is: [NH:34]1[C:35]2[C:31](=[C:30]([C:2]3[N:3]=[C:4]([N:16]4[CH2:21][CH2:20][O:19][CH2:18][CH2:17]4)[C:5]4[S:10][C:9](/[CH:11]=[CH:12]/[CH2:13][O:14][CH3:15])=[CH:8][C:6]=4[N:7]=3)[CH:38]=[CH:37][CH:36]=2)[CH:32]=[N:33]1. (6) The product is: [CH3:1][N:2]1[C:10]2[C:5](=[C:6]3[CH:13]=[CH:12][NH:11][C:7]3=[N:8][CH:9]=2)[N:4]([C@H:22]2[CH2:27][CH2:26][CH2:25][CH2:24][C@H:23]2[CH3:28])[C:3]1=[O:29]. Given the reactants [CH3:1][N:2]1[C:10]2[C:5](=[C:6]3[CH:13]=[CH:12][N:11](COCC[Si](C)(C)C)[C:7]3=[N:8][CH:9]=2)[N:4]([C@H:22]2[CH2:27][CH2:26][CH2:25][CH2:24][C@H:23]2[CH3:28])[C:3]1=[O:29].FC(F)(F)C(O)=O.C(=O)([O-])[O-].[K+].[K+].C(N)CN, predict the reaction product. (7) Given the reactants [N:1]1([N:9]2[CH2:14][CH2:13][CH2:12][CH2:11][CH2:10]2)[CH2:6][CH2:5][C:4](=O)[CH2:3][C:2]1=[O:8].[Cl:15][C:16]1[CH:21]=[C:20]([Cl:22])[CH:19]=[CH:18][C:17]=1[NH:23][CH2:24][C:25](=O)[CH3:26].CC1C=CC(S(O)(=O)=O)=CC=1, predict the reaction product. The product is: [Cl:15][C:16]1[CH:21]=[C:20]([Cl:22])[CH:19]=[CH:18][C:17]=1[N:23]1[C:4]2[CH2:5][CH2:6][N:1]([N:9]3[CH2:14][CH2:13][CH2:12][CH2:11][CH2:10]3)[C:2](=[O:8])[C:3]=2[C:25]([CH3:26])=[CH:24]1. (8) Given the reactants [F:1][C:2]1[C:10]2[N:6]([C:7]([C:13]3[CH:18]=[CH:17][CH:16]=[CH:15][N:14]=3)=[C:8]([CH2:11][OH:12])[CH:9]=2)[CH:5]=[CH:4][CH:3]=1, predict the reaction product. The product is: [F:1][C:2]1[C:10]2[N:6]([C:7]([C:13]3[CH:18]=[CH:17][CH:16]=[CH:15][N:14]=3)=[C:8]([CH:11]=[O:12])[CH:9]=2)[CH:5]=[CH:4][CH:3]=1. (9) Given the reactants O[CH:2]=[C:3]1[C:11]2[C:6](=[CH:7][C:8]([C:12]([C:14]3[CH:15]=[C:16]([NH:20][C:21]([C:23]4[N:24]([CH3:29])[N:25]=[C:26]([CH3:28])[CH:27]=4)=[O:22])[CH:17]=[CH:18][CH:19]=3)=[O:13])=[CH:9][CH:10]=2)[NH:5][C:4]1=[O:30].[N:31]1([CH2:37][CH2:38][NH:39][C:40]2[CH:45]=[CH:44][C:43]([NH2:46])=[CH:42][CH:41]=2)[CH2:36][CH2:35][O:34][CH2:33][CH2:32]1, predict the reaction product. The product is: [N:31]1([CH2:37][CH2:38][NH:39][C:40]2[CH:45]=[CH:44][C:43]([NH:46][CH:2]=[C:3]3[C:11]4[C:6](=[CH:7][C:8]([C:12]([C:14]5[CH:15]=[C:16]([NH:20][C:21]([C:23]6[N:24]([CH3:29])[N:25]=[C:26]([CH3:28])[CH:27]=6)=[O:22])[CH:17]=[CH:18][CH:19]=5)=[O:13])=[CH:9][CH:10]=4)[NH:5][C:4]3=[O:30])=[CH:42][CH:41]=2)[CH2:36][CH2:35][O:34][CH2:33][CH2:32]1.